From a dataset of Forward reaction prediction with 1.9M reactions from USPTO patents (1976-2016). Predict the product of the given reaction. Given the reactants [NH2:1][C:2]1[CH:10]=[CH:9][CH:8]=[C:7]([O:11][CH3:12])[C:3]=1[C:4]([OH:6])=[O:5].[C:13]([O:17][C:18](O[C:18]([O:17][C:13]([CH3:16])([CH3:15])[CH3:14])=[O:19])=[O:19])([CH3:16])([CH3:15])[CH3:14].C(N(CC)CC)C, predict the reaction product. The product is: [C:13]([O:17][C:18]([NH:1][C:2]1[CH:10]=[CH:9][CH:8]=[C:7]([O:11][CH3:12])[C:3]=1[C:4]([OH:6])=[O:5])=[O:19])([CH3:16])([CH3:15])[CH3:14].